This data is from Catalyst prediction with 721,799 reactions and 888 catalyst types from USPTO. The task is: Predict which catalyst facilitates the given reaction. (1) Reactant: C([O:8][C:9]1[C:14](=[O:15])[N:13]=[C:12]([CH2:16][C:17]2[CH:22]=[CH:21][CH:20]=[CH:19][C:18]=2[C:23]2[CH:28]=[CH:27][C:26]([F:29])=[C:25]([F:30])[CH:24]=2)[N:11]2[CH2:31][CH2:32][N:33]([CH:36]([CH3:38])[CH3:37])[C:34](=[O:35])[C:10]=12)C1C=CC=CC=1. Product: [F:30][C:25]1[CH:24]=[C:23]([C:18]2[CH:19]=[CH:20][CH:21]=[CH:22][C:17]=2[CH2:16][C:12]2[N:11]3[CH2:31][CH2:32][N:33]([CH:36]([CH3:38])[CH3:37])[C:34](=[O:35])[C:10]3=[C:9]([OH:8])[C:14](=[O:15])[N:13]=2)[CH:28]=[CH:27][C:26]=1[F:29]. The catalyst class is: 19. (2) Reactant: [CH3:1][C:2]1[O:6][C:5]([N:7]2[CH2:38][CH2:37][C:10]3([C:15](=[O:16])[N:14]([CH2:17][C:18]4[C:26]5[C:21](=[CH:22][CH:23]=[CH:24][CH:25]=5)[N:20](S(C5C=CC(C)=CC=5)(=O)=O)[CH:19]=4)[CH2:13][CH2:12][CH2:11]3)[CH2:9][CH2:8]2)=[N:4][N:3]=1. Product: [NH:20]1[C:21]2[C:26](=[CH:25][CH:24]=[CH:23][CH:22]=2)[C:18]([CH2:17][N:14]2[CH2:13][CH2:12][CH2:11][C:10]3([CH2:9][CH2:8][N:7]([C:5]4[O:6][C:2]([CH3:1])=[N:3][N:4]=4)[CH2:38][CH2:37]3)[C:15]2=[O:16])=[CH:19]1. The catalyst class is: 124. (3) Reactant: [NH2:1][CH2:2][CH:3]1[C:7]2[CH:8]=[C:9]([C:12]3[C:20]4[C:15](=[CH:16][C:17]([F:21])=[CH:18][CH:19]=4)[NH:14][CH:13]=3)[CH:10]=[CH:11][C:6]=2[S:5](=[O:23])(=[O:22])[N:4]1[C:24]([CH3:27])([CH3:26])[CH3:25].CCN(C(C)C)C(C)C.[C:37](Cl)(=[O:39])[CH3:38]. Product: [C:24]([N:4]1[CH:3]([CH2:2][NH:1][C:37](=[O:39])[CH3:38])[C:7]2[CH:8]=[C:9]([C:12]3[C:20]4[C:15](=[CH:16][C:17]([F:21])=[CH:18][CH:19]=4)[NH:14][CH:13]=3)[CH:10]=[CH:11][C:6]=2[S:5]1(=[O:23])=[O:22])([CH3:27])([CH3:26])[CH3:25]. The catalyst class is: 2. (4) Reactant: [CH2:1]1[CH:6]2[CH2:7][CH:8]3[C:10](=[O:11])[CH:4]([CH2:5]2)[CH2:3][CH:2]1[CH2:9]3.[CH3:12][Li].[NH4+].[Cl-]. Product: [CH3:12][C:10]1([OH:11])[CH:4]2[CH2:5][CH:6]3[CH2:1][CH:2]([CH2:3]2)[CH2:9][CH:8]1[CH2:7]3. The catalyst class is: 28. (5) Reactant: Cl[C:2]1[C:7]([CH:8]=[CH:9][C:10]([OH:12])=[O:11])=[CH:6][CH:5]=[C:4]([C:13]([F:16])([F:15])[F:14])[N:3]=1.[CH2:17]([OH:21])[CH2:18][CH2:19][CH3:20].[H-].[Na+]. Product: [CH2:17]([O:21][C:2]1[C:7]([CH:8]=[CH:9][C:10]([OH:12])=[O:11])=[CH:6][CH:5]=[C:4]([C:13]([F:16])([F:15])[F:14])[N:3]=1)[CH2:18][CH2:19][CH3:20]. The catalyst class is: 173. (6) Reactant: C(=O)([O-])[O-].[K+].[K+].[NH:7]1[CH:11]=[CH:10][CH:9]=[N:8]1.F[C:13]1[CH:20]=[CH:19][C:16]([C:17]#[N:18])=[CH:15][CH:14]=1. Product: [N:7]1([C:13]2[CH:20]=[CH:19][C:16]([C:17]#[N:18])=[CH:15][CH:14]=2)[CH:11]=[CH:10][CH:9]=[N:8]1. The catalyst class is: 3. (7) Reactant: [NH2:1][C:2]1[CH:7]=[CH:6][CH:5]=[CH:4][N:3]=1.CCN=C=NCCCN(C)C.Cl.[F:20][C:21]([F:29])([F:28])[C:22]([F:27])([F:26])[C:23](O)=[O:24]. Product: [F:26][C:22]([F:27])([C:21]([F:29])([F:28])[F:20])[C:23]([N:1]=[C:2]1[CH:7]=[CH:6][CH:5]=[CH:4][NH:3]1)=[O:24]. The catalyst class is: 154.